From a dataset of Catalyst prediction with 721,799 reactions and 888 catalyst types from USPTO. Predict which catalyst facilitates the given reaction. Reactant: [CH2:1]([Mg]Br)[CH:2]=[CH2:3].[CH:6]1([C:9]([CH:11]2[CH2:13][CH2:12]2)=[O:10])[CH2:8][CH2:7]1. Product: [CH:6]1([C:9]([CH:11]2[CH2:13][CH2:12]2)([OH:10])[CH2:3][CH:2]=[CH2:1])[CH2:8][CH2:7]1. The catalyst class is: 1.